From a dataset of Catalyst prediction with 721,799 reactions and 888 catalyst types from USPTO. Predict which catalyst facilitates the given reaction. (1) Reactant: [NH2:1][C@H:2]1[CH2:7][CH2:6][N:5]([CH2:8][CH2:9][N:10]2[C:19]3[C:14](=[N:15][CH:16]=[C:17]([O:20][CH3:21])[CH:18]=3)[CH:13]=[CH:12][C:11]2=[O:22])[CH2:4][C@H:3]1[OH:23].[Cl:24][C:25]1[CH:26]=[C:27]([CH:33]=O)[CH:28]=[N:29][C:30]=1[CH2:31][OH:32].C(O[BH-](OC(=O)C)OC(=O)C)(=O)C.[Na+]. Product: [Cl:24][C:25]1[CH:26]=[C:27]([CH2:33][NH:1][C@H:2]2[CH2:7][CH2:6][N:5]([CH2:8][CH2:9][N:10]3[C:19]4[C:14](=[N:15][CH:16]=[C:17]([O:20][CH3:21])[CH:18]=4)[CH:13]=[CH:12][C:11]3=[O:22])[CH2:4][C@H:3]2[OH:23])[CH:28]=[N:29][C:30]=1[CH2:31][OH:32]. The catalyst class is: 525. (2) Reactant: CC1[N:3]([C:8]2[CH:9]=[C:10]([C:15]3[C:16](=[O:22])[N:17]([CH3:21])[N:18]=[CH:19][CH:20]=3)[CH:11]=[CH:12][C:13]=2[CH3:14])C(C)=CC=1.Cl.ON.C(N(CC)CC)C. Product: [NH2:3][C:8]1[CH:9]=[C:10]([C:15]2[C:16](=[O:22])[N:17]([CH3:21])[N:18]=[CH:19][CH:20]=2)[CH:11]=[CH:12][C:13]=1[CH3:14]. The catalyst class is: 88.